Predict the reaction yield, written as a fraction of the theoretical maximum amount of product (1.0 means a 100% yield; for example, 0.34 means a 34% yield). From a dataset of Reaction yield outcomes from USPTO patents with 853,638 reactions. The reactants are [CH2:1]([O:8][C:9]1[CH:16]=[C:15]([CH3:17])[C:12]([CH:13]=[O:14])=[C:11]([CH3:18])[CH:10]=1)[C:2]1[CH:7]=[CH:6][CH:5]=[CH:4][CH:3]=1.[BH4-].[Na+]. The catalyst is CO. The product is [CH2:1]([O:8][C:9]1[CH:10]=[C:11]([CH3:18])[C:12]([CH2:13][OH:14])=[C:15]([CH3:17])[CH:16]=1)[C:2]1[CH:7]=[CH:6][CH:5]=[CH:4][CH:3]=1. The yield is 0.970.